Dataset: Forward reaction prediction with 1.9M reactions from USPTO patents (1976-2016). Task: Predict the product of the given reaction. (1) Given the reactants ClC1C(CO)=CC(F)=C(C=1)C(OC)=O.[Cl:15][C:16]1[C:17]([CH2:30][OH:31])=[CH:18][C:19]([F:29])=[C:20]([CH:28]=1)[C:21]([O:23][C:24]([CH3:27])([CH3:26])[CH3:25])=[O:22].[Cl:32][C:33]1[CH:38]=[CH:37][C:36](O)=[CH:35][C:34]=1[C:40]([F:43])([F:42])[F:41], predict the reaction product. The product is: [Cl:15][C:16]1[C:17]([CH2:30][O:31][C:36]2[CH:37]=[CH:38][C:33]([Cl:32])=[C:34]([C:40]([F:43])([F:42])[F:41])[CH:35]=2)=[CH:18][C:19]([F:29])=[C:20]([CH:28]=1)[C:21]([O:23][C:24]([CH3:26])([CH3:27])[CH3:25])=[O:22]. (2) The product is: [C:26]1([C:25]2[C:19]3[C:20](=[CH:21][N:22]=[C:17]([C:9]4[CH:14]=[N:13][CH:12]=[CH:11][N:10]=4)[CH:18]=3)[NH:23][N:24]=2)[CH:27]=[CH:28][CH:29]=[CH:30][CH:31]=1. Given the reactants CC1(C)C(C)(C)OB([C:9]2[CH:14]=[N:13][CH:12]=[CH:11][N:10]=2)O1.Br[C:17]1[CH:18]=[C:19]2[C:25]([C:26]3[CH:31]=[CH:30][CH:29]=[CH:28][CH:27]=3)=[N:24][N:23](C3CCCCO3)[C:20]2=[CH:21][N:22]=1, predict the reaction product. (3) Given the reactants [Cl:1][C:2]1[CH:3]=[CH:4][C:5]([C:26]#[N:27])=[C:6]([C:8]2[C:13]([O:14][CH3:15])=[CH:12][N:11]([CH:16]([CH2:20][C:21]([F:24])([F:23])[F:22])[C:17]([OH:19])=O)[C:10](=[O:25])[CH:9]=2)[CH:7]=1.[NH2:28][C:29]1[CH:39]=[CH:38][C:32]([C:33]([O:35][CH2:36][CH3:37])=[O:34])=[CH:31][CH:30]=1.CC(C)N=C=NC(C)C, predict the reaction product. The product is: [Cl:1][C:2]1[CH:3]=[CH:4][C:5]([C:26]#[N:27])=[C:6]([C:8]2[C:13]([O:14][CH3:15])=[CH:12][N:11]([CH:16]([CH2:20][C:21]([F:24])([F:23])[F:22])[C:17]([NH:28][C:29]3[CH:30]=[CH:31][C:32]([C:33]([O:35][CH2:36][CH3:37])=[O:34])=[CH:38][CH:39]=3)=[O:19])[C:10](=[O:25])[CH:9]=2)[CH:7]=1. (4) Given the reactants [O:1]=[C:2]1[NH:7][C:6](=[O:8])[C:5]2[CH2:9][O:10][CH2:11][CH:12]([C:13]3[CH:20]=[CH:19][C:16]([C:17]#[N:18])=[CH:15][CH:14]=3)[C:4]=2O1.[OH-].[NH4+:22], predict the reaction product. The product is: [O:1]=[C:2]1[NH:22][C:4]2[CH:12]([C:13]3[CH:20]=[CH:19][C:16]([C:17]#[N:18])=[CH:15][CH:14]=3)[CH2:11][O:10][CH2:9][C:5]=2[C:6](=[O:8])[NH:7]1. (5) Given the reactants [NH2:1][CH2:2][C:3]1([CH2:6][O:7][C:8]2[C:13]([O:14][CH3:15])=[C:12]([O:16][CH3:17])[CH:11]=[CH:10][C:9]=2[C:18]2[CH:26]=[CH:25][CH:24]=[C:23]3[C:19]=2[CH2:20][CH2:21][C:22]3=[O:27])[CH2:5][CH2:4]1.C(N(CC)CC)C.[C:35](Cl)(=[O:39])[O:36][CH2:37][CH3:38].C(OCC)(=O)C, predict the reaction product. The product is: [CH2:37]([O:36][C:35](=[O:39])[NH:1][CH2:2][C:3]1([CH2:6][O:7][C:8]2[C:9]([C:18]3[CH:26]=[CH:25][CH:24]=[C:23]4[C:19]=3[CH2:20][CH2:21][C:22]4=[O:27])=[CH:10][CH:11]=[C:12]([O:16][CH3:17])[C:13]=2[O:14][CH3:15])[CH2:4][CH2:5]1)[CH3:38]. (6) The product is: [O:1]=[C:2]1[CH2:26][CH2:25][C@@:24]2([CH3:27])[CH:4]([CH2:5][C@@H:6]([O:30][C:46](=[O:49])[C:45]3[CH:44]=[CH:4][CH:3]=[CH:2][CH:26]=3)[C@@H:7]3[C@@H:23]2[CH2:22][C@H:21]([O:28][C:31](=[O:38])[C:32]2[CH:37]=[CH:36][CH:35]=[CH:34][CH:33]=2)[C@@:20]2([CH3:29])[C@H:8]3[CH2:9][CH2:10][C@@H:11]2[C@H:12]([CH3:19])[CH2:13][CH2:14][C:15]([O:17][CH3:18])=[O:16])[CH2:3]1. Given the reactants [O:1]=[C:2]1[CH2:26][CH2:25][C@@:24]2([CH3:27])[CH:4]([CH2:5][C@@H:6]([OH:30])[C@@H:7]3[C@@H:23]2[CH2:22][C@H:21]([OH:28])[C@@:20]2([CH3:29])[C@H:8]3[CH2:9][CH2:10][C@@H:11]2[C@H:12]([CH3:19])[CH2:13][CH2:14][C:15]([O:17][CH3:18])=[O:16])[CH2:3]1.[C:31](Cl)(=[O:38])[C:32]1[CH:37]=[CH:36][CH:35]=[CH:34][CH:33]=1.C(O[CH2:44][CH3:45])(=O)C.[C:46]([O-:49])(O)=O.[Na+], predict the reaction product.